This data is from Full USPTO retrosynthesis dataset with 1.9M reactions from patents (1976-2016). The task is: Predict the reactants needed to synthesize the given product. (1) Given the product [C:1]([CH:3]([CH:9]([CH:10]1[CH2:11][CH2:12]1)[CH3:13])[C:4]([O:6][CH2:7][CH3:8])=[O:5])#[N:2], predict the reactants needed to synthesize it. The reactants are: [C:1]([C:3](=[CH:9][CH:10]1[CH2:12][CH2:11]1)[C:4]([O:6][CH2:7][CH3:8])=[O:5])#[N:2].[CH3:13][Mg]Br. (2) The reactants are: F[C:2](F)(F)[C:3]([OH:5])=O.C([N:10](CC)CC)C.[N:15]1[C:24]2[C:19](=[CH:20][CH:21]=[CH:22][CH:23]=2)[N:18]=C[C:16]=1Cl. Given the product [N:18]1[C:19]2[C:24](=[CH:23][CH:22]=[CH:21][CH:20]=2)[N:15]=[CH:16][C:2]=1[C:3]([NH2:10])=[O:5], predict the reactants needed to synthesize it. (3) Given the product [OH:66][C:60]1([CH3:59])[CH2:65][CH2:64][N:63]([C:22]([C:21]2[CH:25]=[CH:26][C:18]([C:15]3[CH:16]=[CH:17][C:12]4[N:13]([C:9]([C:6]5[CH:7]=[CH:8][C:3]([C:1]#[N:2])=[CH:4][CH:5]=5)=[CH:10][N:11]=4)[CH:14]=3)=[CH:19][CH:20]=2)=[O:23])[CH2:62][CH2:61]1, predict the reactants needed to synthesize it. The reactants are: [C:1]([C:3]1[CH:8]=[CH:7][C:6]([C:9]2[N:13]3[CH:14]=[C:15]([C:18]4[CH:26]=[CH:25][C:21]([C:22](O)=[O:23])=[CH:20][CH:19]=4)[CH:16]=[CH:17][C:12]3=[N:11][CH:10]=2)=[CH:5][CH:4]=1)#[N:2].CN(C(ON1N=NC2C=CC=NC1=2)=[N+](C)C)C.F[P-](F)(F)(F)(F)F.CN1CCOCC1.Cl.[CH3:59][C:60]1([OH:66])[CH2:65][CH2:64][NH:63][CH2:62][CH2:61]1. (4) The reactants are: [C:1]1(B(O)O)[C:14]2[C:15]3=[C:16]4[C:11](=[CH:12][CH:13]=2)[CH:10]=[CH:9][CH:8]=[C:7]4[CH:6]=[CH:5][C:4]3=[CH:3][CH:2]=1.[Br:20][C:21]1[CH:22]=[C:23](I)[CH:24]=[CH:25][CH:26]=1.C(=O)([O-])[O-].[Na+].[Na+]. Given the product [C:1]1([C:25]2[CH:26]=[C:21]([Br:20])[CH:22]=[CH:23][CH:24]=2)[C:14]2[C:15]3=[C:16]4[C:11](=[CH:12][CH:13]=2)[CH:10]=[CH:9][CH:8]=[C:7]4[CH:6]=[CH:5][C:4]3=[CH:3][CH:2]=1, predict the reactants needed to synthesize it. (5) Given the product [CH:36]([NH:39][CH2:2][CH2:3][O:4][C:5]1[CH:6]=[CH:7][C:8]([C:21]2[NH:30][C:29](=[O:31])[C:28]3[C:23](=[CH:24][C:25]([O:34][CH3:35])=[CH:26][C:27]=3[O:32][CH3:33])[N:22]=2)=[N:9][C:10]=1[C:11]1[CH:16]=[CH:15][C:14]([S:17]([CH3:20])(=[O:19])=[O:18])=[CH:13][CH:12]=1)([CH3:38])[CH3:37], predict the reactants needed to synthesize it. The reactants are: Br[CH2:2][CH2:3][O:4][C:5]1[CH:6]=[CH:7][C:8]([C:21]2[NH:30][C:29](=[O:31])[C:28]3[C:23](=[CH:24][C:25]([O:34][CH3:35])=[CH:26][C:27]=3[O:32][CH3:33])[N:22]=2)=[N:9][C:10]=1[C:11]1[CH:16]=[CH:15][C:14]([S:17]([CH3:20])(=[O:19])=[O:18])=[CH:13][CH:12]=1.[CH:36]([NH2:39])([CH3:38])[CH3:37]. (6) Given the product [F:15][C:16]1[CH:21]=[CH:20][C:19]([O:22][C:7]2[CH:6]=[C:5]([C:1]([CH3:4])([CH3:3])[CH3:2])[CH:13]=[CH:12][C:8]=2[C:9]([OH:11])=[O:10])=[CH:18][CH:17]=1, predict the reactants needed to synthesize it. The reactants are: [C:1]([C:5]1[CH:13]=[CH:12][C:8]([C:9]([OH:11])=[O:10])=[C:7](Br)[CH:6]=1)([CH3:4])([CH3:3])[CH3:2].[F:15][C:16]1[CH:21]=[CH:20][C:19]([OH:22])=[CH:18][CH:17]=1.C(=O)([O-])[O-].[Cs+].[Cs+].C1(C(O)=O)C2C(=CC=CC=2)C=CC=1. (7) Given the product [F:19][C:20]([F:31])([F:32])[O:21][C:22]1[CH:27]=[CH:26][C:25]([C:2]2[CH:7]=[CH:6][C:5]([O:8][C:9](=[O:18])[N:10]([CH3:17])[C:11]3[CH:16]=[CH:15][CH:14]=[CH:13][CH:12]=3)=[CH:4][CH:3]=2)=[CH:24][CH:23]=1, predict the reactants needed to synthesize it. The reactants are: I[C:2]1[CH:7]=[CH:6][C:5]([O:8][C:9](=[O:18])[N:10]([CH3:17])[C:11]2[CH:16]=[CH:15][CH:14]=[CH:13][CH:12]=2)=[CH:4][CH:3]=1.[F:19][C:20]([F:32])([F:31])[O:21][C:22]1[CH:27]=[CH:26][C:25](B(O)O)=[CH:24][CH:23]=1. (8) Given the product [CH3:14][O:13][C:11](=[O:12])[C:10]1[CH:15]=[CH:16][C:17]([C:19]([O:21][C:23]([CH3:25])([CH3:24])[CH3:22])=[O:20])=[CH:18][C:9]=1[N+:6]([O-:8])=[O:7], predict the reactants needed to synthesize it. The reactants are: S(=O)(=O)(O)O.[N+:6]([C:9]1[CH:18]=[C:17]([C:19]([O-:21])=[O:20])[CH:16]=[CH:15][C:10]=1[C:11]([O:13][CH3:14])=[O:12])([O-:8])=[O:7].[CH2:22]=[C:23]([CH3:25])[CH3:24]. (9) Given the product [ClH:34].[OH:1][C@H:2]([CH2:32][OH:33])[CH2:3][N:4]1[CH2:10][CH2:9][C:8]2[CH:11]=[CH:12][C:13]([C:15]3[N:19]=[C:18]([C:20]4[CH:21]=[C:22]([C:30]#[N:31])[C:23]([NH:26][CH2:27][CH2:28][CH3:29])=[N:24][CH:25]=4)[O:17][N:16]=3)=[CH:14][C:7]=2[CH2:6][CH2:5]1, predict the reactants needed to synthesize it. The reactants are: [OH:1][C@H:2]([CH2:32][OH:33])[CH2:3][N:4]1[CH2:10][CH2:9][C:8]2[CH:11]=[CH:12][C:13]([C:15]3[N:19]=[C:18]([C:20]4[CH:21]=[C:22]([C:30]#[N:31])[C:23]([NH:26][CH2:27][CH2:28][CH3:29])=[N:24][CH:25]=4)[O:17][N:16]=3)=[CH:14][C:7]=2[CH2:6][CH2:5]1.[ClH:34].C(OCC)C. (10) Given the product [CH2:1]([C:6]1[CH:7]=[CH:8][C:9]([CH2:12][CH2:13][N:14]2[C:18]([CH3:19])=[CH:17][CH:16]=[C:15]2[C:20]2[CH:21]=[CH:22][C:23]([O:26][C@H:27]([CH2:33][C:34]3[CH:35]=[CH:36][CH:37]=[CH:38][CH:39]=3)[C:28]([OH:30])=[O:29])=[CH:24][CH:25]=2)=[CH:10][CH:11]=1)[CH2:2][CH2:3][CH2:4][CH3:5], predict the reactants needed to synthesize it. The reactants are: [CH2:1]([C:6]1[CH:11]=[CH:10][C:9]([CH2:12][CH2:13][N:14]2[C:18]([CH3:19])=[CH:17][CH:16]=[C:15]2[C:20]2[CH:25]=[CH:24][C:23]([O:26][C@H:27]([CH2:33][C:34]3[CH:39]=[CH:38][CH:37]=[CH:36][CH:35]=3)[C:28]([O:30]CC)=[O:29])=[CH:22][CH:21]=2)=[CH:8][CH:7]=1)[CH2:2][CH2:3][CH2:4][CH3:5].[OH-].[K+].Cl.